From a dataset of Reaction yield outcomes from USPTO patents with 853,638 reactions. Predict the reaction yield, written as a fraction of the theoretical maximum amount of product (1.0 means a 100% yield; for example, 0.34 means a 34% yield). (1) The reactants are Br[C:2]1[CH:7]=[CH:6][CH:5]=[CH:4][N:3]=1.[Li]CCCC.Br[C:14]1[CH:15]=[C:16]([CH:19]=[CH:20][CH:21]=1)[CH:17]=[O:18].Cl. The catalyst is [Cl-].[Cl-].[Zn+2].C1C=CC([P]([Pd]([P](C2C=CC=CC=2)(C2C=CC=CC=2)C2C=CC=CC=2)([P](C2C=CC=CC=2)(C2C=CC=CC=2)C2C=CC=CC=2)[P](C2C=CC=CC=2)(C2C=CC=CC=2)C2C=CC=CC=2)(C2C=CC=CC=2)C2C=CC=CC=2)=CC=1.C1COCC1. The product is [N:3]1[CH:4]=[CH:5][CH:6]=[CH:7][C:2]=1[C:14]1[CH:15]=[C:16]([CH:19]=[CH:20][CH:21]=1)[CH:17]=[O:18]. The yield is 0.380. (2) The reactants are O[C:2]1[C:11]2[C:6](=[C:7]([C:13]([O:15][CH3:16])=[O:14])[CH:8]=[C:9]([CH3:12])[CH:10]=2)[N:5]=[CH:4][N:3]=1.P(Cl)(Cl)([Cl:19])=O. No catalyst specified. The product is [Cl:19][C:2]1[C:11]2[C:6](=[C:7]([C:13]([O:15][CH3:16])=[O:14])[CH:8]=[C:9]([CH3:12])[CH:10]=2)[N:5]=[CH:4][N:3]=1. The yield is 0.750. (3) The reactants are [Cl:1][C:2]1[CH:3]=[CH:4][C:5]([C:9]2[NH:13][N:12]=[N:11][N:10]=2)=[C:6]([CH:8]=1)[NH2:7].C(N(C(C)C)CC)(C)C.[Cl:23][C:24]1[CH:28]=[CH:27][S:26][C:25]=1[C:29](Cl)=[O:30]. The catalyst is ClCCl. The product is [Cl:23][C:24]1[CH:28]=[CH:27][S:26][C:25]=1[C:29]([NH:7][C:6]1[CH:8]=[C:2]([Cl:1])[CH:3]=[CH:4][C:5]=1[C:9]1[NH:13][N:12]=[N:11][N:10]=1)=[O:30]. The yield is 0.410.